From a dataset of TCR-epitope binding with 47,182 pairs between 192 epitopes and 23,139 TCRs. Binary Classification. Given a T-cell receptor sequence (or CDR3 region) and an epitope sequence, predict whether binding occurs between them. (1) The epitope is LLWNGPMAV. The TCR CDR3 sequence is CASSYSRTGSYEQYF. Result: 1 (the TCR binds to the epitope). (2) The epitope is RILGAGCFV. The TCR CDR3 sequence is CASRRDRDMNTEAFF. Result: 0 (the TCR does not bind to the epitope). (3) The epitope is KAYNVTQAF. The TCR CDR3 sequence is CASSVDRGTEAFF. Result: 1 (the TCR binds to the epitope). (4) The epitope is QARQMVQAMRTIGTHP. The TCR CDR3 sequence is CASSSPRGDLTDTQYF. Result: 1 (the TCR binds to the epitope). (5) The epitope is LLQTGIHVRVSQPSL. The TCR CDR3 sequence is CASSESYGTETQYF. Result: 1 (the TCR binds to the epitope). (6) The epitope is KPLEFGATSAAL. The TCR CDR3 sequence is CASSTNQPGLATEKGTDTQYF. Result: 1 (the TCR binds to the epitope). (7) The epitope is FVDGVPFVV. The TCR CDR3 sequence is CASSSGTSGSAGYNEQFF. Result: 0 (the TCR does not bind to the epitope). (8) The epitope is IPIQASLPF. The TCR CDR3 sequence is CASSLDMNTEAFF. Result: 1 (the TCR binds to the epitope). (9) The epitope is KAFSPEVIPMF. The TCR CDR3 sequence is CASSYGGGIDNQPQHF. Result: 0 (the TCR does not bind to the epitope).